The task is: Binary Classification. Given a miRNA mature sequence and a target amino acid sequence, predict their likelihood of interaction.. This data is from Experimentally validated miRNA-target interactions with 360,000+ pairs, plus equal number of negative samples. (1) The miRNA is mmu-miR-363-5p with sequence CAGGUGGAACACGAUGCAAUUU. The protein sequence of the target gene is MTRLRLLLLLGLLLRVAVCSVNTITLCKIGEFKHENLCCLQCSAGTYLRNPCQENHNKSECAPCDSEHFIDHKNRESECFPCSVCRDDQEEVAKCSRTADRVCQCKQGTYCDSENCLERCHTCSSCPDGRVVRKCNATMDTVCDKFDSEPGQSGSQCFCFSKPLGIVVIIAAFIIIIGAVIILILKIICYCKRGENIQLSSTML. Result: 1 (interaction). (2) The protein sequence of the target gene is MRLILPVGLIATTLAIAPVRFDREKVFRVKPQDEKQADIIKDLAKTNELDFWYPGATHHVAANMMVDFRVSEKESQAIQSALDQNKMHYEILIHDLQEEIEKQFDVKEDIPGRHSYAKYNNWEKIVAWTEKMMDKYPEMVSRIKIGSTVEDNPLYVLKIGEKNERRKAIFTDCGIHAREWVSPAFCQWFVYQATKTYGRNKIMTKLLDRMNFYILPVFNVDGYIWSWTKNRMWRKNRSKNQNSKCIGTDLNRNFNASWNSIPNTNDPCADNYRGSAPESEKETKAVTNFIRSHLNEIKVY.... The miRNA is mmu-miR-466p-5p with sequence UAUGUGUGUGUACAUGUACAU. Result: 0 (no interaction).